From a dataset of Reaction yield outcomes from USPTO patents with 853,638 reactions. Predict the reaction yield, written as a fraction of the theoretical maximum amount of product (1.0 means a 100% yield; for example, 0.34 means a 34% yield). (1) The product is [OH:1][C@@:2]([CH3:24])([CH2:14][O:15][C:16]1[CH:17]=[CH:18][C:19]([OH:22])=[CH:20][CH:21]=1)[C:3]([NH:5][C:6]1[CH:7]=[CH:8][C:9]([OH:12])=[CH:10][CH:11]=1)=[O:4]. The reactants are [OH:1][C@@:2]([CH3:24])([CH2:14][O:15][C:16]1[CH:21]=[CH:20][C:19]([O:22]C)=[CH:18][CH:17]=1)[C:3]([NH:5][C:6]1[CH:11]=[CH:10][C:9]([O:12]C)=[CH:8][CH:7]=1)=[O:4].B(Br)(Br)Br.O.CCOC(C)=O. The yield is 0.672. The catalyst is C(Cl)Cl. (2) The reactants are [CH2:1]([O:3][C:4](=[O:18])[CH2:5][C:6](=O)[CH2:7][C:8]1[CH:13]=[C:12]([F:14])[C:11]([F:15])=[CH:10][C:9]=1[F:16])[CH3:2].C([O-])(=O)C.[NH4+:23].CCCCCC. The catalyst is CO.C(OCC)(=O)C. The product is [CH2:1]([O:3][C:4](=[O:18])[CH:5]=[C:6]([NH2:23])[CH2:7][C:8]1[CH:13]=[C:12]([F:14])[C:11]([F:15])=[CH:10][C:9]=1[F:16])[CH3:2]. The yield is 0.800. (3) The reactants are [Br:1][C:2]1[S:3][C:4]([NH:15][C:16]([C:18]2[CH:19]=[N:20][N:21]3[CH:26]=[CH:25][CH:24]=[N:23][C:22]=23)=[O:17])=[C:5]([C:7]2[CH:12]=[C:11]([Cl:13])[CH:10]=[CH:9][C:8]=2[OH:14])[N:6]=1.C(=O)([O-])[O-].[Cs+].[Cs+].Cl[C:34]([F:39])([F:38])C([O-])=O.[Na+]. The catalyst is CN(C=O)C.O. The product is [Br:1][C:2]1[S:3][C:4]([NH:15][C:16]([C:18]2[CH:19]=[N:20][N:21]3[CH:26]=[CH:25][CH:24]=[N:23][C:22]=23)=[O:17])=[C:5]([C:7]2[CH:12]=[C:11]([Cl:13])[CH:10]=[CH:9][C:8]=2[O:14][CH:34]([F:39])[F:38])[N:6]=1. The yield is 0.590. (4) The reactants are [CH3:1][C:2]1[CH:3]=[C:4]([C:9]2[N:10]=[C:11]([NH2:20])[S:12][C:13]=2[C:14]2[CH:19]=[CH:18][N:17]=[CH:16][CH:15]=2)[CH:5]=[C:6]([CH3:8])[CH:7]=1.Cl.[C:22](Cl)(=[O:29])[C:23]1[CH:28]=[CH:27][CH:26]=[N:25][CH:24]=1.C(=O)([O-])O.[Na+]. The catalyst is CN(C)C1C=CN=CC=1.CN(C)C(=O)C. The product is [CH3:1][C:2]1[CH:3]=[C:4]([C:9]2[N:10]=[C:11]([NH:20][C:22](=[O:29])[C:23]3[CH:28]=[CH:27][CH:26]=[N:25][CH:24]=3)[S:12][C:13]=2[C:14]2[CH:19]=[CH:18][N:17]=[CH:16][CH:15]=2)[CH:5]=[C:6]([CH3:8])[CH:7]=1. The yield is 0.610. (5) The reactants are [C:1]([C:5]1[CH:10]=[CH:9][C:8]([S:11]([NH:14][C:15]2[CH:16]=[C:17]3[C:21](=[CH:22][CH:23]=2)[NH:20][C:19]([C:24](O)=[O:25])=[C:18]3[C:27]2[CH:32]=[CH:31][CH:30]=[C:29]([CH3:33])[CH:28]=2)(=[O:13])=[O:12])=[CH:7][CH:6]=1)([CH3:4])([CH3:3])[CH3:2].[NH2:34][CH:35]1[CH2:40][CH2:39][O:38][CH2:37][CH2:36]1. No catalyst specified. The product is [O:38]1[CH2:39][CH2:40][CH:35]([NH:34][C:24]([C:19]2[NH:20][C:21]3[C:17]([C:18]=2[C:27]2[CH:32]=[CH:31][CH:30]=[C:29]([CH3:33])[CH:28]=2)=[CH:16][C:15]([NH:14][S:11]([C:8]2[CH:7]=[CH:6][C:5]([C:1]([CH3:3])([CH3:4])[CH3:2])=[CH:10][CH:9]=2)(=[O:13])=[O:12])=[CH:23][CH:22]=3)=[O:25])[CH2:36][CH2:37]1. The yield is 0.290. (6) The reactants are [NH2:1][C:2]1[CH:23]=[CH:22][C:5]([O:6][C:7]2[CH:8]=[CH:9][C:10]3[N:11]([CH:13]=[C:14]([NH:16][C:17]([CH:19]4[CH2:21][CH2:20]4)=[O:18])[N:15]=3)[CH:12]=2)=[C:4]([F:24])[CH:3]=1.[F:25][C:26]1[CH:31]=[CH:30][C:29]([N:32]2[C:37]([CH3:38])=[CH:36][CH:35]=[C:34]([C:39](O)=[O:40])[C:33]2=[O:42])=[CH:28][C:27]=1[CH3:43].CN(C(ON1N=NC2C=CC=NC1=2)=[N+](C)C)C.F[P-](F)(F)(F)(F)F.C(N(CC)C(C)C)(C)C.C(=O)([O-])O.[Na+]. The catalyst is CN(C)C=O.O1CCCC1. The product is [CH:19]1([C:17]([NH:16][C:14]2[N:15]=[C:10]3[CH:9]=[CH:8][C:7]([O:6][C:5]4[CH:22]=[CH:23][C:2]([NH:1][C:39]([C:34]5[C:33](=[O:42])[N:32]([C:29]6[CH:30]=[CH:31][C:26]([F:25])=[C:27]([CH3:43])[CH:28]=6)[C:37]([CH3:38])=[CH:36][CH:35]=5)=[O:40])=[CH:3][C:4]=4[F:24])=[CH:12][N:11]3[CH:13]=2)=[O:18])[CH2:21][CH2:20]1. The yield is 0.440.